This data is from Full USPTO retrosynthesis dataset with 1.9M reactions from patents (1976-2016). The task is: Predict the reactants needed to synthesize the given product. (1) Given the product [CH2:3]([N:5]1[C:9]2[C:10]([F:24])=[CH:11][C:12]([N:14]3[CH2:18][C@H:17]([C:19]([NH:2][CH3:1])=[O:21])[O:16][C:15]3=[O:23])=[CH:13][C:8]=2[O:7][C:6]1=[O:25])[CH3:4], predict the reactants needed to synthesize it. The reactants are: [CH3:1][NH2:2].[CH2:3]([N:5]1[C:9]2[C:10]([F:24])=[CH:11][C:12]([N:14]3[CH2:18][C@H:17]([C:19]([O:21]C)=O)[O:16][C:15]3=[O:23])=[CH:13][C:8]=2[O:7][C:6]1=[O:25])[CH3:4]. (2) Given the product [O:1]1[C:6]2[CH:7]=[CH:8][CH:9]=[CH:10][C:5]=2[N:4]([C:12]([O:14][C:15]([CH3:18])([CH3:17])[CH3:16])=[O:13])[C:3](=[O:11])[CH2:2]1, predict the reactants needed to synthesize it. The reactants are: [O:1]1[C:6]2[CH:7]=[CH:8][CH:9]=[CH:10][C:5]=2[NH:4][C:3](=[O:11])[CH2:2]1.[C:12](O[C:12]([O:14][C:15]([CH3:18])([CH3:17])[CH3:16])=[O:13])([O:14][C:15]([CH3:18])([CH3:17])[CH3:16])=[O:13]. (3) Given the product [CH2:10]([NH:13][C:3](=[O:5])[C:2]([Br:1])([F:8])[F:9])[CH:11]=[CH2:12], predict the reactants needed to synthesize it. The reactants are: [Br:1][C:2]([F:9])([F:8])[C:3]([O:5]CC)=O.[CH2:10]([NH2:13])[CH:11]=[CH2:12]. (4) Given the product [F:1][C:2]([F:15])([F:14])[O:3][C:4]1[CH:9]=[CH:8][C:7]([S:10]([N:18]2[CH2:23][CH2:22][C:21](=[O:24])[CH2:20][CH2:19]2)(=[O:12])=[O:11])=[CH:6][CH:5]=1, predict the reactants needed to synthesize it. The reactants are: [F:1][C:2]([F:15])([F:14])[O:3][C:4]1[CH:9]=[CH:8][C:7]([S:10](Cl)(=[O:12])=[O:11])=[CH:6][CH:5]=1.Cl.O.[NH:18]1[CH2:23][CH2:22][C:21](=[O:24])[CH2:20][CH2:19]1.C(N(CC)CC)C. (5) Given the product [O:12]=[C:4]1[NH:5][C:6]2[C:11](/[C:3]/1=[CH:2]/[NH:29][C:26]1[CH:25]=[CH:24][C:23]([S:20]([NH:19][C:17]3[CH:18]=[CH:13][CH:14]=[CH:15][N:16]=3)(=[O:22])=[O:21])=[CH:28][CH:27]=1)=[CH:10][CH:9]=[CH:8][CH:7]=2, predict the reactants needed to synthesize it. The reactants are: O[CH:2]=[C:3]1[C:11]2[C:6](=[CH:7][CH:8]=[CH:9][CH:10]=2)[NH:5][C:4]1=[O:12].[CH:13]1[CH:14]=[CH:15][N:16]=[C:17]([NH:19][S:20]([C:23]2[CH:24]=[CH:25][C:26]([NH2:29])=[CH:27][CH:28]=2)(=[O:22])=[O:21])[CH:18]=1.